This data is from Reaction yield outcomes from USPTO patents with 853,638 reactions. The task is: Predict the reaction yield, written as a fraction of the theoretical maximum amount of product (1.0 means a 100% yield; for example, 0.34 means a 34% yield). (1) The reactants are [NH2:1][C@@H:2]([CH2:33][C:34]1[CH:39]=[CH:38][CH:37]=[CH:36][CH:35]=1)[C@@H:3]([OH:32])[CH2:4][C@@H:5]([NH:19][C:20](=[O:31])[C@H:21]([C:27]([CH3:30])([CH3:29])[CH3:28])[NH:22][C:23]([O:25][CH3:26])=[O:24])[CH2:6][C:7]1[CH:12]=[CH:11][C:10]([C:13]2[CH:14]=[N:15][CH:16]=[CH:17][CH:18]=2)=[CH:9][CH:8]=1.[CH3:40][O:41][C:42]([NH:44][C@@H:45]([C:49]([CH3:52])([CH3:51])[CH3:50])[C:46](O)=[O:47])=[O:43].CCOP(ON1N=NC2C=CC=CC=2C1=O)(OCC)=O.C(N(CC)C(C)C)(C)C. The catalyst is O1CCCC1. The product is [CH3:40][O:41][C:42](=[O:43])[NH:44][C@@H:45]([C:49]([CH3:51])([CH3:50])[CH3:52])[C:46](=[O:47])[NH:1][C@@H:2]([CH2:33][C:34]1[CH:35]=[CH:36][CH:37]=[CH:38][CH:39]=1)[C@@H:3]([OH:32])[CH2:4][C@H:5]([CH2:6][C:7]1[CH:12]=[CH:11][C:10]([C:13]2[CH:14]=[N:15][CH:16]=[CH:17][CH:18]=2)=[CH:9][CH:8]=1)[NH:19][C:20](=[O:31])[C@H:21]([C:27]([CH3:30])([CH3:29])[CH3:28])[NH:22][C:23](=[O:24])[O:25][CH3:26]. The yield is 0.370. (2) The reactants are [CH2:1]([O:8][N:9]1[C:15](=[O:16])[N:14]2[CH2:17][C@H:10]1[CH2:11][CH2:12][C@H:13]2[C:18]([OH:20])=O)[C:2]1[CH:7]=[CH:6][CH:5]=[CH:4][CH:3]=1.[CH3:21][CH:22]([CH3:27])[C:23]([NH:25][NH2:26])=[O:24].ON1C2C=CC=CC=2N=N1.Cl.C(N=C=NCCCN(C)C)C. The catalyst is C(Cl)Cl.CN(C)C1C=CN=CC=1. The product is [CH2:1]([O:8][N:9]1[C:15](=[O:16])[N:14]2[CH2:17][C@@H:10]1[CH2:11][CH2:12][C@@H:13]2[C:18]([NH:26][NH:25][C:23](=[O:24])[CH:22]([CH3:27])[CH3:21])=[O:20])[C:2]1[CH:3]=[CH:4][CH:5]=[CH:6][CH:7]=1. The yield is 0.926. (3) The reactants are CS(O[CH2:6][CH2:7][N:8]1[CH:12]=[C:11]([C:13]2[CH:18]=[C:17]([C:19]([O:21]C)=[O:20])[CH:16]=[CH:15][N:14]=2)[N:10]=[CH:9]1)(=O)=O.[F:23][C:24]([F:35])([F:34])[C:25]1[CH:26]=[C:27]2[C:31](=[CH:32][CH:33]=1)[CH2:30][NH:29][CH2:28]2. No catalyst specified. The product is [F:35][C:24]([F:23])([F:34])[C:25]1[CH:26]=[C:27]2[C:31](=[CH:32][CH:33]=1)[CH2:30][N:29]([CH2:6][CH2:7][N:8]1[CH:12]=[C:11]([C:13]3[CH:18]=[C:17]([C:19]([OH:21])=[O:20])[CH:16]=[CH:15][N:14]=3)[N:10]=[CH:9]1)[CH2:28]2. The yield is 0.0800. (4) The reactants are [NH2:1][CH2:2][C:3]1[CH:15]=[C:14]2[C:6]([C:7]3[C:8]([C:19]4[CH:24]=[CH:23][CH:22]=[C:21]([N:25]5[CH2:33][C:32]6[C:27](=[CH:28][CH:29]=[CH:30][CH:31]=6)[C:26]5=[O:34])[C:20]=4[CH3:35])=[CH:9][CH:10]=[C:11]([C:16]([NH2:18])=[O:17])[C:12]=3[NH:13]2)=[CH:5][CH:4]=1.[N:36]([CH:39]([CH3:41])[CH3:40])=[C:37]=[O:38]. The catalyst is C1COCC1. The product is [CH:39]([NH:36][C:37](=[O:38])[NH:1][CH2:2][C:3]1[CH:15]=[C:14]2[C:6]([C:7]3[C:8]([C:19]4[CH:24]=[CH:23][CH:22]=[C:21]([N:25]5[CH2:33][C:32]6[C:27](=[CH:28][CH:29]=[CH:30][CH:31]=6)[C:26]5=[O:34])[C:20]=4[CH3:35])=[CH:9][CH:10]=[C:11]([C:16]([NH2:18])=[O:17])[C:12]=3[NH:13]2)=[CH:5][CH:4]=1)([CH3:41])[CH3:40]. The yield is 0.140. (5) The reactants are [CH3:1][O:2][C:3]1[CH:19]=[C:18]([O:20][CH3:21])[CH:17]=[C:16]([O:22][CH3:23])[C:4]=1[CH2:5][S:6][C:7]1[CH:12]=[CH:11][CH:10]=[CH:9][C:8]=1B(O)O.I[C:25]1[CH:26]=[C:27]([OH:31])[CH:28]=[CH:29][CH:30]=1.C([O-])([O-])=O.[Na+].[Na+]. The catalyst is [Pd].C1(C)C=CC=CC=1. The product is [CH3:1][O:2][C:3]1[CH:19]=[C:18]([O:20][CH3:21])[CH:17]=[C:16]([O:22][CH3:23])[C:4]=1[CH2:5][S:6][C:7]1[CH:12]=[CH:11][CH:10]=[CH:9][C:8]=1[C:25]1[CH:30]=[CH:29][CH:28]=[C:27]([OH:31])[CH:26]=1. The yield is 0.790.